Dataset: Peptide-MHC class I binding affinity with 185,985 pairs from IEDB/IMGT. Task: Regression. Given a peptide amino acid sequence and an MHC pseudo amino acid sequence, predict their binding affinity value. This is MHC class I binding data. (1) The peptide sequence is MVIENGILK. The MHC is HLA-B54:01 with pseudo-sequence HLA-B54:01. The binding affinity (normalized) is 0. (2) The peptide sequence is ASHFISNSW. The MHC is HLA-B15:01 with pseudo-sequence HLA-B15:01. The binding affinity (normalized) is 0.137. (3) The peptide sequence is RRKAMFEDI. The MHC is Mamu-B03 with pseudo-sequence Mamu-B03. The binding affinity (normalized) is 0.706.